This data is from Blood-brain barrier permeability classification from the B3DB database. The task is: Regression/Classification. Given a drug SMILES string, predict its absorption, distribution, metabolism, or excretion properties. Task type varies by dataset: regression for continuous measurements (e.g., permeability, clearance, half-life) or binary classification for categorical outcomes (e.g., BBB penetration, CYP inhibition). Dataset: b3db_classification. The compound is FS(F)(F)(F)(F)F. The result is 1 (penetrates BBB).